From a dataset of Full USPTO retrosynthesis dataset with 1.9M reactions from patents (1976-2016). Predict the reactants needed to synthesize the given product. (1) Given the product [CH2:12]([O:8][C:6]1[CH:7]=[C:2]([Br:1])[CH:3]=[CH:4][C:5]=1[N+:9]([O-:11])=[O:10])[C:13]1[CH:18]=[CH:17][CH:16]=[CH:15][CH:14]=1, predict the reactants needed to synthesize it. The reactants are: [Br:1][C:2]1[CH:3]=[CH:4][C:5]([N+:9]([O-:11])=[O:10])=[C:6]([OH:8])[CH:7]=1.[CH2:12](Br)[C:13]1[CH:18]=[CH:17][CH:16]=[CH:15][CH:14]=1.C(=O)([O-])[O-].[K+].[K+]. (2) The reactants are: C([O:5][C:6](=[O:39])[CH2:7][NH:8][CH2:9][CH2:10][C:11](=[O:38])[N:12]1[C:20]2[C:15](=[CH:16][C:17]([O:21][CH2:22][C:23]3[S:24][C:25]([C:34]([F:37])([F:36])[F:35])=[C:26]([C:28]4[CH:33]=[CH:32][CH:31]=[CH:30][CH:29]=4)[CH:27]=3)=[CH:18][CH:19]=2)[CH2:14][CH2:13]1)(C)(C)C. Given the product [O:38]=[C:11]([N:12]1[C:20]2[C:15](=[CH:16][C:17]([O:21][CH2:22][C:23]3[S:24][C:25]([C:34]([F:37])([F:36])[F:35])=[C:26]([C:28]4[CH:29]=[CH:30][CH:31]=[CH:32][CH:33]=4)[CH:27]=3)=[CH:18][CH:19]=2)[CH2:14][CH2:13]1)[CH2:10][CH2:9][NH:8][CH2:7][C:6]([OH:39])=[O:5], predict the reactants needed to synthesize it. (3) Given the product [CH:9]1([CH2:8][CH:7]([CH3:14])[CH2:6][CH2:5][OH:4])[CH2:13][CH2:12][CH2:11][CH2:10]1, predict the reactants needed to synthesize it. The reactants are: C([O:4][CH2:5][CH2:6][CH:7]([CH3:14])[CH2:8][CH:9]1[CH2:13][CH2:12][CH2:11][CH2:10]1)(=O)C.[OH-].[Na+]. (4) Given the product [OH:34][NH:67][C:68](=[O:69])[C@H:16]([NH:15][S:12]([CH2:11][C:2]1[CH:3]=[CH:4][C:5]2[C:10](=[CH:9][CH:8]=[CH:7][CH:6]=2)[CH:1]=1)(=[O:14])=[O:13])[C:20]1[CH:25]=[CH:24][CH:23]=[CH:22][CH:21]=1, predict the reactants needed to synthesize it. The reactants are: [CH:1]1[C:10]2[C:5](=[CH:6][CH:7]=[CH:8][CH:9]=2)[CH:4]=[CH:3][C:2]=1[CH2:11][S:12]([NH:15][C@H:16]([C:20]1[CH:25]=[CH:24][CH:23]=[CH:22][CH:21]=1)C(O)=O)(=[O:14])=[O:13].C1C=CC([C@@H](N)C(O)=[O:34])=CC=1.FC(F)(F)C(=N[Si](C)(C)C)O[Si](C)(C)C.C1C2C(=CC=CC=2)C=CC=1CS(Cl)(=O)=O.[N-:67]=[C:68]=[O:69]. (5) Given the product [CH3:1][N:2]1[C:11]2[C:6](=[CH:7][C:8]([C:12]#[N:13])=[CH:9][CH:10]=2)[CH2:5][CH2:4][CH2:3]1, predict the reactants needed to synthesize it. The reactants are: [CH3:1][N:2]1[C:11]2[C:6](=[CH:7][C:8]([CH:12]=[N:13]O)=[CH:9][CH:10]=2)[CH2:5][CH2:4][CH2:3]1.CC(OC(C)=O)=O. (6) The reactants are: [CH3:1][O:2][C:3]1[CH:8]=[C:7]([N+:9]([O-])=O)[CH:6]=[CH:5][C:4]=1[OH:12]. Given the product [NH2:9][C:7]1[CH:6]=[CH:5][C:4]([OH:12])=[C:3]([O:2][CH3:1])[CH:8]=1, predict the reactants needed to synthesize it. (7) Given the product [NH2:1][C:2]1[N:3]=[CH:4][C:5]([C:8]2[N:9]=[C:10]([N:27]3[CH2:32][CH2:31][O:30][CH2:29][CH2:28]3)[C:11]3[S:16][C:15]([C:17]4[CH:18]=[C:19]([CH:23]=[CH:24][CH:25]=4)[C:20]([NH:37][CH2:36][CH2:35][O:34][CH3:33])=[O:21])=[C:14]([CH3:26])[C:12]=3[N:13]=2)=[CH:6][N:7]=1, predict the reactants needed to synthesize it. The reactants are: [NH2:1][C:2]1[N:7]=[CH:6][C:5]([C:8]2[N:9]=[C:10]([N:27]3[CH2:32][CH2:31][O:30][CH2:29][CH2:28]3)[C:11]3[S:16][C:15]([C:17]4[CH:18]=[C:19]([CH:23]=[CH:24][CH:25]=4)[C:20](O)=[O:21])=[C:14]([CH3:26])[C:12]=3[N:13]=2)=[CH:4][N:3]=1.[CH3:33][O:34][CH2:35][CH2:36][NH2:37]. (8) Given the product [C:1]([O:5][C:6](=[O:26])[NH:7][C:8]1[CH:13]=[CH:12][C:11]([F:14])=[C:10]([O:15][C:16]2[N:21]=[C:20]3[S:22][C:23]([NH:25][C:27](=[O:29])[CH3:28])=[N:24][C:19]3=[CH:18][CH:17]=2)[CH:9]=1)([CH3:4])([CH3:2])[CH3:3], predict the reactants needed to synthesize it. The reactants are: [C:1]([O:5][C:6](=[O:26])[NH:7][C:8]1[CH:13]=[CH:12][C:11]([F:14])=[C:10]([O:15][C:16]2[N:21]=[C:20]3[S:22][C:23]([NH2:25])=[N:24][C:19]3=[CH:18][CH:17]=2)[CH:9]=1)([CH3:4])([CH3:3])[CH3:2].[C:27](Cl)(=[O:29])[CH3:28].O. (9) Given the product [CH3:12][S:13][CH2:14][N:6]1[CH:7]=[CH:8][C:4]([N+:1]([O-:3])=[O:2])=[N:5]1, predict the reactants needed to synthesize it. The reactants are: [N+:1]([C:4]1[CH:8]=[CH:7][NH:6][N:5]=1)([O-:3])=[O:2].[H-].[Na+].Cl[CH2:12][S:13][CH3:14].